From a dataset of Catalyst prediction with 721,799 reactions and 888 catalyst types from USPTO. Predict which catalyst facilitates the given reaction. (1) Reactant: [Br:1][C:2]1[CH:16]=[C:15](/[CH:17]=[CH:18]/[CH:19]([C:24]2[CH:29]=[C:28]([Cl:30])[C:27]([Cl:31])=[C:26]([Cl:32])[CH:25]=2)[C:20]([F:23])([F:22])[F:21])[CH:14]=[CH:13][C:3]=1[C:4]([NH:6][CH:7]1[CH2:12][CH2:11][NH:10][CH2:9][CH2:8]1)=[O:5].C(N(CC)CC)C.Cl[CH2:41][CH2:42][OH:43]. Product: [Br:1][C:2]1[CH:16]=[C:15](/[CH:17]=[CH:18]/[CH:19]([C:24]2[CH:25]=[C:26]([Cl:32])[C:27]([Cl:31])=[C:28]([Cl:30])[CH:29]=2)[C:20]([F:23])([F:21])[F:22])[CH:14]=[CH:13][C:3]=1[C:4]([NH:6][CH:7]1[CH2:12][CH2:11][N:10]([CH2:41][CH2:42][OH:43])[CH2:9][CH2:8]1)=[O:5]. The catalyst class is: 56. (2) Reactant: [NH2:1][C@@H:2]([C:7]([OH:9])=[O:8])[C:3]([CH3:6])([CH3:5])[CH3:4].[CH3:10][O:11][C:12]1[CH:13]=[C:14]([S:18](Cl)(=[O:20])=[O:19])[CH:15]=[CH:16][CH:17]=1.C(N(CC)CC)C. Product: [CH3:10][O:11][C:12]1[CH:13]=[C:14]([S:18]([NH:1][C@@H:2]([C:7]([OH:9])=[O:8])[C:3]([CH3:6])([CH3:5])[CH3:4])(=[O:20])=[O:19])[CH:15]=[CH:16][CH:17]=1. The catalyst class is: 38.